Dataset: Experimentally validated miRNA-target interactions with 360,000+ pairs, plus equal number of negative samples. Task: Binary Classification. Given a miRNA mature sequence and a target amino acid sequence, predict their likelihood of interaction. (1) The protein sequence of the target gene is MEIGTEISRKIRSAIKGKLQELGAYVDEELPDYIMVMVANKKSQDQMTEDLSLFLGNNTIRFTVWLHGVLDKLRSVTTEPSSLKSPDASIFDSHVPSNKSSFSRGDERRHEAAVPPLAVSSSRPEKRDSRVSTSSQEQKSTNVRHSYDDGASTRLMSTVKPLREPAPSEDVIDIKPEPDDLIDEDLNFVQENPLSQKKPTVTLTYGSSRPSIEIYRPPASRNADTGTHLNRLQLHPQQSSAHAAKQLDVQSSQVSEAGRLCEPPVLSSVEDTYSPFFRNNLDKMSIEDENFRKRKLPVVS.... The miRNA is hsa-miR-495-5p with sequence GAAGUUGCCCAUGUUAUUUUCG. Result: 0 (no interaction). (2) The miRNA is hsa-miR-1251-3p with sequence CGCUUUGCUCAGCCAGUGUAG. The protein sequence of the target gene is MEEVVIAGMSGKLPESENLQEFWANLIGGVDMVTDDDRRWKAGLYGLPKRSGKLKDLSKFDASFFGVHPKQAHTMDPQLRLLLEVSYEAIVDGGINPASLRGTNTGVWVGVSGSEASEALSRDPETLLGYSMVGCQRAMMANRLSFFFDFKGPSIALDTACSSSLLALQNAYQAIRSGECPAALVGGINLLLKPNTSVQFMKLGMLSPDGTCRSFDDSGSGYCRSEAVVAVLLTKKSLARRVYATILNAGTNTDGSKEQGVTFPSGEVQEQLICSLYQPAGLAPESLEYIEAHGTGTKVG.... Result: 0 (no interaction).